From a dataset of Full USPTO retrosynthesis dataset with 1.9M reactions from patents (1976-2016). Predict the reactants needed to synthesize the given product. (1) Given the product [Br:1][C:2]1[CH:3]=[CH:4][C:5]([N:20]2[CH2:24][CH2:23][CH2:22][CH2:21]2)=[C:6]([C:8]2[NH:17][C:16](=[O:18])[C:15]3[C:10](=[N:11][CH:12]=[CH:13][N:14]=3)[N:9]=2)[CH:7]=1, predict the reactants needed to synthesize it. The reactants are: [Br:1][C:2]1[CH:3]=[CH:4][C:5](F)=[C:6]([C:8]2[NH:17][C:16](=[O:18])[C:15]3[C:10](=[N:11][CH:12]=[CH:13][N:14]=3)[N:9]=2)[CH:7]=1.[NH:20]1[CH2:24][CH2:23][CH2:22][CH2:21]1. (2) Given the product [Cl:10][C:11]1[CH:16]=[C:15]([O:9][CH2:8][C:5]2[CH:6]=[N:7][C:2]([CH3:1])=[CH:3][CH:4]=2)[CH:14]=[CH:13][N:12]=1, predict the reactants needed to synthesize it. The reactants are: [CH3:1][C:2]1[N:7]=[CH:6][C:5]([CH2:8][OH:9])=[CH:4][CH:3]=1.[Cl:10][C:11]1[CH:16]=[C:15](I)[CH:14]=[CH:13][N:12]=1.C(=O)([O-])[O-].[Cs+].[Cs+].N1C2C(=CC=C3C=2N=CC=C3)C=CC=1. (3) Given the product [Cl:1][C:2]1[CH:3]=[C:4]([N:8]2[N:12]=[N:11][C:10]([CH:13]([NH2:15])[CH3:14])=[N:9]2)[CH:5]=[CH:6][CH:7]=1, predict the reactants needed to synthesize it. The reactants are: [Cl:1][C:2]1[CH:3]=[C:4]([N:8]2[N:12]=[N:11][C:10]([CH:13]([N:15]3C(=O)C4C(=CC=CC=4)C3=O)[CH3:14])=[N:9]2)[CH:5]=[CH:6][CH:7]=1.O.NN.Cl. (4) The reactants are: [CH2:1]([O:8][C@@H:9]1[C@@H:18]([CH2:19][OH:20])[O:17][C@@H:12]([O:13][CH2:14][CH2:15]Cl)[C@H:11]([F:21])[C@H:10]1[OH:22])[C:2]1[CH:7]=[CH:6][CH:5]=[CH:4][CH:3]=1.[N-:23]=[N+:24]=[N-:25].[Na+]. Given the product [CH2:1]([O:8][C@@H:9]1[C@@H:18]([CH2:19][OH:20])[O:17][C@@H:12]([O:13][CH2:14][CH2:15][N:23]=[N+:24]=[N-:25])[C@H:11]([F:21])[C@H:10]1[OH:22])[C:2]1[CH:7]=[CH:6][CH:5]=[CH:4][CH:3]=1, predict the reactants needed to synthesize it. (5) Given the product [CH2:59]([O:58][P:48](=[O:49])([O:50][CH2:51][C:52]1[CH:53]=[CH:54][CH:55]=[CH:56][CH:57]=1)[O:10][CH2:9][CH2:8][O:7][C:6]1[CH:11]=[C:12]([NH:15][C:16]2[C:25]3[C:20](=[CH:21][C:22]([C:26]4[C:31]([C:32]([F:34])([F:35])[F:33])=[CH:30][CH:29]=[CH:28][N:27]=4)=[CH:23][CH:24]=3)[N:19]=[CH:18][N:17]=2)[CH:13]=[CH:14][C:5]=1[C:1]([CH3:4])([CH3:2])[CH3:3])[C:60]1[CH:61]=[CH:62][CH:63]=[CH:64][CH:65]=1, predict the reactants needed to synthesize it. The reactants are: [C:1]([C:5]1[CH:14]=[CH:13][C:12]([NH:15][C:16]2[C:25]3[C:20](=[CH:21][C:22]([C:26]4[C:31]([C:32]([F:35])([F:34])[F:33])=[CH:30][CH:29]=[CH:28][N:27]=4)=[CH:23][CH:24]=3)[N:19]=[CH:18][N:17]=2)=[CH:11][C:6]=1[O:7][CH2:8][CH2:9][OH:10])([CH3:4])([CH3:3])[CH3:2].C(N(CC)CC)C.CS(Cl)(=O)=O.[P:48]([O-])([O:58][CH2:59][C:60]1[CH:65]=[CH:64][CH:63]=[CH:62][CH:61]=1)([O:50][CH2:51][C:52]1[CH:57]=[CH:56][CH:55]=[CH:54][CH:53]=1)=[O:49]. (6) Given the product [OH:1][C@H:2]1[CH2:6][CH2:5][N:4]([C:8](=[S:9])[NH:7][C:10]2[CH:15]=[N:14][C:13]([O:16][CH3:17])=[CH:12][CH:11]=2)[CH2:3]1, predict the reactants needed to synthesize it. The reactants are: [OH:1][C@H:2]1[CH2:6][CH2:5][NH:4][CH2:3]1.[N:7]([C:10]1[CH:11]=[CH:12][C:13]([O:16][CH3:17])=[N:14][CH:15]=1)=[C:8]=[S:9].